This data is from Forward reaction prediction with 1.9M reactions from USPTO patents (1976-2016). The task is: Predict the product of the given reaction. (1) Given the reactants [CH3:1][C:2]1[C:3]([NH:22][C:23]2[CH:33]=[CH:32][CH:31]=[CH:30][C:24]=2[C:25](OCC)=[O:26])=[N:4][C:5]([NH:8][C:9]2[CH:14]=[CH:13][CH:12]=[C:11]([N:15]3[CH2:20][CH2:19][N:18]([CH3:21])[CH2:17][CH2:16]3)[CH:10]=2)=[N:6][CH:7]=1.[NH:34]1[CH2:38][CH2:37][C@H:36]([OH:39])[CH2:35]1, predict the reaction product. The product is: [CH3:1][C:2]1[C:3]([NH:22][C:23]2[CH:33]=[CH:32][CH:31]=[CH:30][C:24]=2[C:25]([N:34]2[CH2:38][CH2:37][C@H:36]([OH:39])[CH2:35]2)=[O:26])=[N:4][C:5]([NH:8][C:9]2[CH:14]=[CH:13][CH:12]=[C:11]([N:15]3[CH2:16][CH2:17][N:18]([CH3:21])[CH2:19][CH2:20]3)[CH:10]=2)=[N:6][CH:7]=1. (2) The product is: [Cl:1][C:2]1[S:6][C:5]([C:7]2[O:11][C:10]([C:12]3[CH:17]=[CH:16][C:15]([F:18])=[CH:14][CH:13]=3)=[N:9][C:8]=2[CH2:19][OH:20])=[CH:4][CH:3]=1. Given the reactants [Cl:1][C:2]1[S:6][C:5]([C:7]2[O:11][C:10]([C:12]3[CH:17]=[CH:16][C:15]([F:18])=[CH:14][CH:13]=3)=[N:9][C:8]=2[C:19](OC)=[O:20])=[CH:4][CH:3]=1.[BH4-].[Li+].O.Cl, predict the reaction product. (3) The product is: [C:1]([O:5][C:6]([NH:8][CH2:9][CH2:10][CH2:11][CH2:12][CH2:13][CH:14]=[O:15])=[O:7])([CH3:4])([CH3:3])[CH3:2]. Given the reactants [C:1]([O:5][C:6]([NH:8][CH2:9][CH2:10][CH2:11][CH2:12][CH2:13][CH2:14][OH:15])=[O:7])([CH3:4])([CH3:3])[CH3:2].C[N+]1([O-])CCOCC1, predict the reaction product. (4) Given the reactants [Cl:1][C:2]1[CH:3]=[N:4][C:5]2[C:10]([C:11]=1/[CH:12]=[CH:13]\[C:14]13[CH2:21][CH2:20][C:17](C(O)=O)([CH2:18][CH2:19]1)[CH2:16][CH2:15]3)=[N:9][C:8]([O:25][CH3:26])=[CH:7][CH:6]=2.C([N:29](CC)CC)C.C1(P(N=[N+]=[N-])(C2C=CC=CC=2)=O)C=CC=CC=1, predict the reaction product. The product is: [Cl:1][C:2]1[CH:3]=[N:4][C:5]2[C:10]([C:11]=1/[CH:12]=[CH:13]\[C:14]13[CH2:15][CH2:16][C:17]([NH2:29])([CH2:20][CH2:21]1)[CH2:18][CH2:19]3)=[N:9][C:8]([O:25][CH3:26])=[CH:7][CH:6]=2. (5) The product is: [CH3:32][N:2]([CH3:1])[C:3]([C:5]1[C:6]([NH:25][CH:26]2[CH2:31][CH2:30][O:29][CH2:28][CH2:27]2)=[C:7]2[C:20]([CH3:21])=[N:19][N:18]([CH:22]([CH3:24])[CH3:23])[C:8]2=[N:9][C:10]=1[C:11]1[CH:16]=[CH:15][CH:14]=[C:13]([O:17][CH2:40][CH:41]2[CH2:43][O:42]2)[CH:12]=1)=[O:4]. Given the reactants [CH3:1][N:2]([CH3:32])[C:3]([C:5]1[C:6]([NH:25][CH:26]2[CH2:31][CH2:30][O:29][CH2:28][CH2:27]2)=[C:7]2[C:20]([CH3:21])=[N:19][N:18]([CH:22]([CH3:24])[CH3:23])[C:8]2=[N:9][C:10]=1[C:11]1[CH:16]=[CH:15][CH:14]=[C:13]([OH:17])[CH:12]=1)=[O:4].C([O-])([O-])=O.[K+].[K+].Cl[CH2:40][CH:41]1[CH2:43][O:42]1.O, predict the reaction product.